Dataset: Reaction yield outcomes from USPTO patents with 853,638 reactions. Task: Predict the reaction yield, written as a fraction of the theoretical maximum amount of product (1.0 means a 100% yield; for example, 0.34 means a 34% yield). (1) The reactants are [C:1]1([S:7]([N:10]2[C:14]3=[N:15][CH:16]=[C:17]([O:19][CH3:20])[CH:18]=[C:13]3[C:12](I)=[CH:11]2)(=[O:9])=[O:8])[CH:6]=[CH:5][CH:4]=[CH:3][CH:2]=1.C([Mg]Cl)(C)C.[C:27]([O:31][C:32](=[O:54])[N:33]([C:45]1[CH:50]=[CH:49][C:48]([CH:51]=[O:52])=[C:47]([F:53])[N:46]=1)[CH2:34][C:35]1[CH:36]=[N:37][C:38]([C:41]([F:44])([F:43])[F:42])=[CH:39][CH:40]=1)([CH3:30])([CH3:29])[CH3:28].[Cl-].[NH4+]. The catalyst is O1CCCC1. The product is [C:27]([O:31][C:32](=[O:54])[N:33]([C:45]1[CH:50]=[CH:49][C:48]([CH:51]([C:12]2[C:13]3[C:14](=[N:15][CH:16]=[C:17]([O:19][CH3:20])[CH:18]=3)[N:10]([S:7]([C:1]3[CH:6]=[CH:5][CH:4]=[CH:3][CH:2]=3)(=[O:9])=[O:8])[CH:11]=2)[OH:52])=[C:47]([F:53])[N:46]=1)[CH2:34][C:35]1[CH:36]=[N:37][C:38]([C:41]([F:43])([F:42])[F:44])=[CH:39][CH:40]=1)([CH3:30])([CH3:28])[CH3:29]. The yield is 0.600. (2) The reactants are Br[CH2:2][C:3]1[C:4]([CH2:9][CH3:10])=[N:5][CH:6]=[CH:7][CH:8]=1.[CH3:11][C:12]1[N:17]=[C:16]([SH:18])[N:15]=[C:14]([OH:19])[CH:13]=1.C(N(CC)CC)C.C(OCC)C. The catalyst is C(O)C. The product is [CH2:9]([C:4]1[C:3]([CH2:2][S:18][C:16]2[N:15]=[C:14]([OH:19])[CH:13]=[C:12]([CH3:11])[N:17]=2)=[CH:8][CH:7]=[CH:6][N:5]=1)[CH3:10]. The yield is 0.520. (3) The reactants are Cl.[F:2][C:3]1[C:4]([C:16]2[CH:21]=[CH:20][N:19]=[C:18](F)[CH:17]=2)=[N:5][C:6]([NH:9][CH:10]2[CH2:15][CH2:14][O:13][CH2:12][CH2:11]2)=[N:7][CH:8]=1.C([O-])(O)=[O:24].[Na+]. No catalyst specified. The product is [F:2][C:3]1[C:4]([C:16]2[CH:21]=[CH:20][NH:19][C:18](=[O:24])[CH:17]=2)=[N:5][C:6]([NH:9][CH:10]2[CH2:15][CH2:14][O:13][CH2:12][CH2:11]2)=[N:7][CH:8]=1. The yield is 0.970. (4) The reactants are Br[C:2]1[CH:7]=[CH:6][C:5]([O:8]C)=[CH:4][C:3]=1[N+:10]([O-:12])=[O:11].C[O:14][C:15]1[CH:22]=[CH:21][C:18]([CH:19]=[CH2:20])=[CH:17][CH:16]=1.C(N(CC)C(C)C)(C)C. The catalyst is C(#N)C.C([O-])(=O)C.[Pd+2].C([O-])(=O)C.C1(C2C=CC=CC=2)C=CC=CC=1P(C(C)(C)C)C(C)(C)C. The product is [N+:10]([C:3]1[CH:4]=[C:5]([OH:8])[CH:6]=[CH:7][C:2]=1/[CH:20]=[CH:19]/[C:18]1[CH:21]=[CH:22][C:15]([OH:14])=[CH:16][CH:17]=1)([O-:12])=[O:11]. The yield is 0.720.